This data is from Ames mutagenicity test results for genotoxicity prediction. The task is: Regression/Classification. Given a drug SMILES string, predict its toxicity properties. Task type varies by dataset: regression for continuous values (e.g., LD50, hERG inhibition percentage) or binary classification for toxic/non-toxic outcomes (e.g., AMES mutagenicity, cardiotoxicity, hepatotoxicity). Dataset: ames. (1) The compound is O=C1OCCN1/N=C/c1ccc([N+](=O)[O-])o1. The result is 1 (mutagenic). (2) The molecule is OCC(O)c1oc(O)c(O)c1O. The result is 0 (non-mutagenic). (3) The drug is CN(N=O)C(=O)c1c(N(C)C(=O)OC(C)(C)C)ncn1C. The result is 1 (mutagenic). (4) The drug is O=c1c2c(O)cccc2oc2c3c(cc(O)c12)OC1OCCC31. The result is 0 (non-mutagenic). (5) The drug is Cc1ccc2c(C)c3c(nc2c1)-c1ccccc1C(O)C3O. The result is 0 (non-mutagenic).